Predict the reaction yield, written as a fraction of the theoretical maximum amount of product (1.0 means a 100% yield; for example, 0.34 means a 34% yield). From a dataset of Reaction yield outcomes from USPTO patents with 853,638 reactions. (1) The reactants are Cl.[CH3:2][O:3][C:4](=[O:11])[C@H:5]([CH2:7][CH:8]([CH3:10])[CH3:9])[NH2:6].C([O:14][C:15](=O)/[CH:16]=[C:17](/[O:20][C:21]1[C:26]2[N:27]=[C:28]([CH3:30])[O:29][C:25]=2[CH:24]=[CH:23][CH:22]=1)\[CH2:18]Br)C.C(N(CC)C(C)C)(C)C.C(OCC)(=O)C. The catalyst is C(#N)C. The product is [CH3:2][O:3][C:4](=[O:11])[C@@H:5]([N:6]1[CH2:18][C:17]([O:20][C:21]2[C:26]3[N:27]=[C:28]([CH3:30])[O:29][C:25]=3[CH:24]=[CH:23][CH:22]=2)=[CH:16][C:15]1=[O:14])[CH2:7][CH:8]([CH3:10])[CH3:9]. The yield is 0.560. (2) The reactants are [H-].[Na+].[F:3][C:4]([F:18])([F:17])[O:5][C:6]1[CH:7]=[C:8]2[C:12](=[CH:13][CH:14]=1)[NH:11][C:10](=[O:15])[C:9]2=[O:16].[CH3:19][O:20][C:21](=[O:30])[CH:22](Br)[CH2:23][CH:24]1[CH2:28][CH2:27][CH2:26][CH2:25]1. The catalyst is CN(C)C=O.O. The product is [CH3:19][O:20][C:21](=[O:30])[CH:22]([N:11]1[C:12]2[C:8](=[CH:7][C:6]([O:5][C:4]([F:3])([F:17])[F:18])=[CH:14][CH:13]=2)[C:9](=[O:16])[C:10]1=[O:15])[CH2:23][CH:24]1[CH2:25][CH2:26][CH2:27][CH2:28]1. The yield is 0.600. (3) The reactants are [CH3:1][N:2]1[C:10](=[O:11])[C:9]2[N:8]([CH2:12][CH:13]=[CH2:14])[CH:7]=[N:6][C:5]=2[N:4]([CH2:15][CH2:16][CH2:17][CH2:18][CH3:19])[C:3]1=[O:20].[Li+].C[Si]([N-][Si](C)(C)C)(C)C.CN([CH:34]=[O:35])C. The catalyst is C1COCC1. The product is [CH3:1][N:2]1[C:10](=[O:11])[C:9]2[N:8]([CH2:12][CH:13]=[CH2:14])[C:7]([CH:34]=[O:35])=[N:6][C:5]=2[N:4]([CH2:15][CH2:16][CH2:17][CH2:18][CH3:19])[C:3]1=[O:20]. The yield is 0.300. (4) The reactants are [N+:1]([C:4]1[CH:5]=[C:6]([CH:10]=[CH:11][CH:12]=1)[CH2:7][C:8]#[N:9])([O-:3])=[O:2].O.[C:14]([OH:18])(=[O:17])[CH:15]=O.C(=O)([O-])[O-].[K+:23].[K+]. The catalyst is CO. The product is [K+:23].[C:8]([C:7]([C:6]1[CH:10]=[CH:11][CH:12]=[C:4]([N+:1]([O-:3])=[O:2])[CH:5]=1)=[CH:15][C:14]([O-:18])=[O:17])#[N:9]. The yield is 0.852. (5) The reactants are Br[C:2]1[CH:3]=[C:4]([S:8]([NH:11][C:12]2[C:17]([O:18][CH3:19])=[CH:16][C:15]([Cl:20])=[CH:14][N:13]=2)(=[O:10])=[O:9])[CH:5]=[N:6][CH:7]=1.[C:21]1(B(O)O)[CH:26]=[CH:25][CH:24]=[CH:23][CH:22]=1.C([O-])([O-])=O.[Na+].[Na+]. No catalyst specified. The product is [Cl:20][C:15]1[CH:16]=[C:17]([O:18][CH3:19])[C:12]([NH:11][S:8]([C:4]2[CH:5]=[N:6][CH:7]=[C:2]([C:21]3[CH:26]=[CH:25][CH:24]=[CH:23][CH:22]=3)[CH:3]=2)(=[O:10])=[O:9])=[N:13][CH:14]=1. The yield is 0.500. (6) The catalyst is C(Cl)Cl. The reactants are [Si:1]([O:8][CH2:9][C:10]1[C:15]([O:16][CH3:17])=[CH:14][C:13]([NH:18][C:19](=[O:22])[CH:20]=[CH2:21])=[C:12]([Cl:23])[CH:11]=1)([C:4]([CH3:7])([CH3:6])[CH3:5])([CH3:3])[CH3:2].[OH:24][C:25]([C:42]1[S:43][CH:44]=[CH:45][CH:46]=1)([C:37]1[S:38][CH:39]=[CH:40][CH:41]=1)[C:26]([O:28][C@H:29]1[CH2:34][CH2:33][C@H:32]([NH:35][CH3:36])[CH2:31][CH2:30]1)=[O:27]. The yield is 0.490. The product is [OH:24][C:25]([C:37]1[S:38][CH:39]=[CH:40][CH:41]=1)([C:42]1[S:43][CH:44]=[CH:45][CH:46]=1)[C:26]([O:28][C@H:29]1[CH2:30][CH2:31][C@H:32]([N:35]([CH2:21][CH2:20][C:19]([NH:18][C:13]2[CH:14]=[C:15]([O:16][CH3:17])[C:10]([CH2:9][O:8][Si:1]([C:4]([CH3:7])([CH3:6])[CH3:5])([CH3:3])[CH3:2])=[CH:11][C:12]=2[Cl:23])=[O:22])[CH3:36])[CH2:33][CH2:34]1)=[O:27]. (7) The reactants are [OH:1][C:2]1[CH:7]=[CH:6][C:5]([C:8]([O:10][CH3:11])=[O:9])=[CH:4][N:3]=1.[C:12]([O:16][C:17]([N:19]1[CH2:25][CH2:24][CH2:23][C@H:20]1[CH2:21]O)=[O:18])([CH3:15])([CH3:14])[CH3:13].C1C=CC(P(C2C=CC=CC=2)C2C=CC=CC=2)=CC=1.CC(OC(/N=N/C(OC(C)C)=O)=O)C. The catalyst is C1COCC1. The product is [C:12]([O:16][C:17]([N:19]1[CH2:25][CH2:24][CH2:23][CH:20]1[CH2:21][O:1][C:2]1[CH:7]=[CH:6][C:5]([C:8]([O:10][CH3:11])=[O:9])=[CH:4][N:3]=1)=[O:18])([CH3:15])([CH3:13])[CH3:14]. The yield is 0.440.